This data is from Full USPTO retrosynthesis dataset with 1.9M reactions from patents (1976-2016). The task is: Predict the reactants needed to synthesize the given product. (1) Given the product [N:1]1[N:2]=[C:3]([C:10]2[CH:19]=[CH:18][C:17]3[C:12](=[C:13]([O:21][CH2:22][C:23]4([O:37][CH3:38])[CH2:29][CH2:28][CH2:27][NH:26][CH2:25][CH2:24]4)[CH:14]=[C:15]([F:20])[CH:16]=3)[N:11]=2)[N:4]2[CH:9]=[CH:8][CH:7]=[CH:6][C:5]=12, predict the reactants needed to synthesize it. The reactants are: [N:1]1[N:2]=[C:3]([C:10]2[CH:19]=[CH:18][C:17]3[C:12](=[C:13]([O:21][CH2:22][C:23]4([O:37][CH3:38])[CH2:29][CH2:28][CH2:27][N:26](C(OC(C)(C)C)=O)[CH2:25][CH2:24]4)[CH:14]=[C:15]([F:20])[CH:16]=3)[N:11]=2)[N:4]2[CH:9]=[CH:8][CH:7]=[CH:6][C:5]=12.FC(F)(F)C(O)=O. (2) Given the product [F:18][C:19]1[CH:24]=[C:23]([C:2]2[C:3]([C:11]3[CH:16]=[CH:15][C:14]([F:17])=[CH:13][CH:12]=3)=[N:4][N:5]3[CH:10]=[CH:9][CH:8]=[CH:7][C:6]=23)[CH:22]=[C:21]([F:28])[N:20]=1, predict the reactants needed to synthesize it. The reactants are: Br[C:2]1[C:3]([C:11]2[CH:16]=[CH:15][C:14]([F:17])=[CH:13][CH:12]=2)=[N:4][N:5]2[CH:10]=[CH:9][CH:8]=[CH:7][C:6]=12.[F:18][C:19]1[CH:24]=[C:23](B(O)O)[CH:22]=[C:21]([F:28])[N:20]=1.C(=O)([O-])[O-].[Na+].[Na+]. (3) Given the product [CH3:1][O:2][C:3]1[CH:4]=[C:5]([CH:23]=[CH:24][C:25]=1[O:26][CH3:27])[CH2:6][CH:7]1[C:16]2[C:11](=[CH:12][C:13]([O:21][CH3:22])=[C:14]([O:17][CH:18]([CH3:20])[CH3:19])[CH:15]=2)[CH2:10][CH2:9][N:8]1[CH2:29][C:30]([NH:39][CH2:38][C:37]1[CH:40]=[CH:41][CH:42]=[CH:43][C:36]=1[O:35][CH2:33][CH3:34])=[O:31], predict the reactants needed to synthesize it. The reactants are: [CH3:1][O:2][C:3]1[CH:4]=[C:5]([CH:23]=[CH:24][C:25]=1[O:26][CH3:27])[CH2:6][CH:7]1[C:16]2[C:11](=[CH:12][C:13]([O:21][CH3:22])=[C:14]([O:17][CH:18]([CH3:20])[CH3:19])[CH:15]=2)[CH2:10][CH2:9][NH:8]1.Br[CH2:29][C:30](Br)=[O:31].[CH2:33]([O:35][C:36]1[CH:43]=[CH:42][CH:41]=[CH:40][C:37]=1[CH2:38][NH2:39])[CH3:34]. (4) Given the product [Cl:18][C:15]1[CH:14]=[CH:13][C:12]([C:4]2[C:5](=[O:29])[NH:10][N:9]3[C:8](=[O:11])[NH:6][N:7]=[C:2]3[C:3]=2[C:19]2[CH:20]=[CH:21][C:22]([Cl:25])=[CH:23][CH:24]=2)=[CH:17][CH:16]=1, predict the reactants needed to synthesize it. The reactants are: Cl[C:2]1[C:3]([C:19]2[CH:24]=[CH:23][C:22]([Cl:25])=[CH:21][CH:20]=2)=[C:4]([C:12]2[CH:17]=[CH:16][C:15]([Cl:18])=[CH:14][CH:13]=2)[C:5]2[N:6]([C:8](=[O:11])[NH:9][N:10]=2)[N:7]=1.C1C[O:29]CC1.C[Si](C)(C)[O-].[K+].Cl. (5) Given the product [CH2:22]([NH:29][C:10]1[CH:11]=[CH:12][C:7]([CH3:13])=[CH:8][CH:9]=1)[C:23]1[CH:28]=[CH:27][CH:26]=[CH:25][CH:24]=1, predict the reactants needed to synthesize it. The reactants are: CC([O-])(C)C.[Na+].[C:7]1([CH3:13])[CH:12]=[CH:11][CH:10]=[CH:9][CH:8]=1.ClC1C=CC(C)=CC=1.[CH2:22]([NH2:29])[C:23]1[CH:28]=[CH:27][CH:26]=[CH:25][CH:24]=1. (6) Given the product [CH3:19][N:16]1[CH2:15][CH2:14][C:13]([CH2:26][O:27][CH2:28][C:29]2[CH:30]=[C:31]([C:38]([F:41])([F:39])[F:40])[CH:32]=[C:33]3[C:37]=2[NH:36][CH:35]=[CH:34]3)([C:7]2[CH:8]=[CH:9][CH:10]=[CH:11][CH:12]=2)[CH2:18][CH2:17]1, predict the reactants needed to synthesize it. The reactants are: [H-].[Al+3].[Li+].[H-].[H-].[H-].[C:7]1([C:13]2([CH2:26][O:27][CH2:28][C:29]3[CH:30]=[C:31]([C:38]([F:41])([F:40])[F:39])[CH:32]=[C:33]4[C:37]=3[NH:36][CH:35]=[CH:34]4)[CH2:18][CH2:17][N:16]([C:19](OC(C)(C)C)=O)[CH2:15][CH2:14]2)[CH:12]=[CH:11][CH:10]=[CH:9][CH:8]=1. (7) Given the product [OH:17][C:16]1[CH:18]=[C:19]([OH:20])[CH:21]=[CH:22][C:23]=1[C:13](=[O:15])[CH2:12][CH:9]1[CH2:8][CH2:7][CH:6]([C:4]([O:3][CH2:1][CH3:2])=[O:5])[CH2:11][CH2:10]1, predict the reactants needed to synthesize it. The reactants are: [CH2:1]([O:3][C:4]([CH:6]1[CH2:11][CH2:10][CH:9]([CH2:12][C:13]([OH:15])=O)[CH2:8][CH2:7]1)=[O:5])[CH3:2].[C:16]1([CH:23]=[CH:22][CH:21]=[C:19]([OH:20])[CH:18]=1)[OH:17].C([O-])([O-])=O.[Na+].[Na+]. (8) Given the product [CH3:1][C:2]1[C:6]([C:7]2[CH:15]=[C:14]3[C:10]([C:11]4[C:19]([C:20]5[C:29]6[C:24](=[CH:25][CH:26]=[CH:27][CH:28]=6)[C:23]([C:30]([N:47]6[CH2:48][CH2:49][NH:44][C@@H:45]([CH3:50])[CH2:46]6)=[O:32])=[CH:22][CH:21]=5)=[N:18][C:17]([CH3:33])=[N:16][C:12]=4[NH:13]3)=[CH:9][C:8]=2[O:34][CH3:35])=[C:5]([CH3:36])[O:4][N:3]=1, predict the reactants needed to synthesize it. The reactants are: [CH3:1][C:2]1[C:6]([C:7]2[CH:15]=[C:14]3[C:10]([C:11]4[C:19]([C:20]5[C:29]6[C:24](=[CH:25][CH:26]=[CH:27][CH:28]=6)[C:23]([C:30]([OH:32])=O)=[CH:22][CH:21]=5)=[N:18][C:17]([CH3:33])=[N:16][C:12]=4[NH:13]3)=[CH:9][C:8]=2[O:34][CH3:35])=[C:5]([CH3:36])[O:4][N:3]=1.C([N:44]1[CH2:49][CH2:48][NH:47][CH2:46][C@@H:45]1[CH3:50])(OC(C)(C)C)=O.C(C(O)=O)(F)(F)F. (9) Given the product [Cl:1][C:2]1[N:10]=[C:9]2[C:5]([N:6]=[CH:7][N:8]2[CH2:11][C:12]2[CH:17]=[CH:16][CH:15]=[C:14]([CH2:18][C:19]([O:21][CH3:22])=[O:20])[CH:13]=2)=[C:4]([NH:23][CH:25]2[CH2:26][CH2:27][CH2:28][CH2:29][O:24]2)[N:3]=1, predict the reactants needed to synthesize it. The reactants are: [Cl:1][C:2]1[N:10]=[C:9]2[C:5]([N:6]=[CH:7][N:8]2[CH2:11][C:12]2[CH:17]=[CH:16][CH:15]=[C:14]([CH2:18][C:19]([O:21][CH3:22])=[O:20])[CH:13]=2)=[C:4]([NH2:23])[N:3]=1.[O:24]1[CH:29]=[CH:28][CH2:27][CH2:26][CH2:25]1.C(=O)([O-])O.[Na+]. (10) Given the product [C:16]1([S:22][C:2]2[CH:9]=[CH:8][CH:7]=[CH:6][C:3]=2[CH:4]=[O:5])[CH:21]=[CH:20][CH:19]=[CH:18][CH:17]=1, predict the reactants needed to synthesize it. The reactants are: F[C:2]1[CH:9]=[CH:8][CH:7]=[CH:6][C:3]=1[CH:4]=[O:5].C(=O)([O-])[O-].[K+].[K+].[C:16]1([SH:22])[CH:21]=[CH:20][CH:19]=[CH:18][CH:17]=1.